This data is from Peptide-MHC class II binding affinity with 134,281 pairs from IEDB. The task is: Regression. Given a peptide amino acid sequence and an MHC pseudo amino acid sequence, predict their binding affinity value. This is MHC class II binding data. (1) The peptide sequence is VVAVGLRVVCAK. The MHC is DRB1_0401 with pseudo-sequence DRB1_0401. The binding affinity (normalized) is 0.201. (2) The peptide sequence is DREVVANVIGLSGDS. The MHC is HLA-DPA10201-DPB10101 with pseudo-sequence HLA-DPA10201-DPB10101. The binding affinity (normalized) is 0.373.